This data is from Forward reaction prediction with 1.9M reactions from USPTO patents (1976-2016). The task is: Predict the product of the given reaction. (1) Given the reactants [CH2:1]([O:3][C:4](=[O:24])[CH2:5][C:6]([N:8]([O:20][CH2:21][CH2:22][CH3:23])[C:9]1[CH:19]=[CH:18][CH:17]=[CH:16][C:10]=1[C:11]([O:13]CC)=O)=[O:7])[CH3:2].C(ON(C(=O)CC(OCC)=O)C1N=CC=CC=1C(OCC)=O)C1C=CC=CC=1, predict the reaction product. The product is: [OH:13][C:11]1[C:10]2[C:9](=[CH:19][CH:18]=[CH:17][CH:16]=2)[N:8]([O:20][CH2:21][CH2:22][CH3:23])[C:6](=[O:7])[C:5]=1[C:4]([O:3][CH2:1][CH3:2])=[O:24]. (2) Given the reactants C1(O[C:8](=[O:15])[NH:9][C:10]2[S:11][CH:12]=[CH:13][N:14]=2)C=CC=CC=1.[N:16]1([CH2:22][C:23]2[CH:24]=[N:25][C:26]3[C:31]([CH:32]=2)=[CH:30][CH:29]=[CH:28][CH:27]=3)[CH2:21][CH2:20][NH:19][CH2:18][CH2:17]1, predict the reaction product. The product is: [S:11]1[CH:12]=[CH:13][N:14]=[C:10]1[NH:9][C:8]([N:19]1[CH2:20][CH2:21][N:16]([CH2:22][C:23]2[CH:24]=[N:25][C:26]3[C:31]([CH:32]=2)=[CH:30][CH:29]=[CH:28][CH:27]=3)[CH2:17][CH2:18]1)=[O:15]. (3) Given the reactants [C:1]([O:4][CH2:5][C:6]1[CH:11]=[C:10]([CH2:12][N:13]2[C:19](=[O:20])[C:18]3[C:21]([F:28])=[CH:22][C:23]([CH:25]4[CH2:27][CH2:26]4)=[CH:24][C:17]=3[O:16][CH2:15][CH2:14]2)[CH:9]=[CH:8][C:7]=1Br)(=[O:3])[CH3:2].[CH3:30][C:31]1([CH3:47])[C:35]([CH3:37])([CH3:36])[O:34][B:33]([B:33]2[O:34][C:35]([CH3:37])([CH3:36])[C:31]([CH3:47])([CH3:30])[O:32]2)[O:32]1.C(Cl)Cl.CC([O-])=O.[K+], predict the reaction product. The product is: [C:1]([O:4][CH2:5][C:6]1[CH:11]=[C:10]([CH2:12][N:13]2[C:19](=[O:20])[C:18]3[C:21]([F:28])=[CH:22][C:23]([CH:25]4[CH2:27][CH2:26]4)=[CH:24][C:17]=3[O:16][CH2:15][CH2:14]2)[CH:9]=[CH:8][C:7]=1[B:33]1[O:34][C:35]([CH3:37])([CH3:36])[C:31]([CH3:47])([CH3:30])[O:32]1)(=[O:3])[CH3:2]. (4) The product is: [C:1]([O:5][C@@H:6]([C:12]1[C:37]([CH3:38])=[CH:36][C:15]2[N:16]=[C:17]([N:19]3[CH:24]=[CH:23][N:22]=[C:21]([C:25]4[CH:26]=[C:27]5[C:31](=[CH:32][CH:33]=4)[N:30]([CH3:34])[N:29]=[CH:28]5)[C:20]3=[O:35])[S:18][C:14]=2[C:13]=1[C:39]1[CH:44]=[CH:43][C:42]([Cl:45])=[CH:41][CH:40]=1)[C:7]([OH:9])=[O:8])([CH3:4])([CH3:2])[CH3:3]. Given the reactants [C:1]([O:5][C@@H:6]([C:12]1[C:37]([CH3:38])=[CH:36][C:15]2[N:16]=[C:17]([N:19]3[CH:24]=[CH:23][N:22]=[C:21]([C:25]4[CH:26]=[C:27]5[C:31](=[CH:32][CH:33]=4)[N:30]([CH3:34])[N:29]=[CH:28]5)[C:20]3=[O:35])[S:18][C:14]=2[C:13]=1[C:39]1[CH:44]=[CH:43][C:42]([Cl:45])=[CH:41][CH:40]=1)[C:7]([O:9]CC)=[O:8])([CH3:4])([CH3:3])[CH3:2].[I-].[Li+], predict the reaction product. (5) The product is: [Cl:1][C:2]1[C:3]2[N:4]([C:30]([CH2:29][CH:26]3[CH2:27][CH2:28][S:23][CH2:24][CH2:25]3)=[N:18][N:17]=2)[C:5]2[C:10]([N:11]=1)=[CH:9][C:8]([C:12]([O:14][CH3:15])=[O:13])=[C:7]([CH3:16])[CH:6]=2. Given the reactants [Cl:1][C:2]1[C:3]([NH:17][NH2:18])=[N:4][C:5]2[C:10]([N:11]=1)=[CH:9][C:8]([C:12]([O:14][CH3:15])=[O:13])=[C:7]([CH3:16])[CH:6]=2.C(O)(=O)C.[S:23]1[CH2:28][CH2:27][CH:26]([CH2:29][CH:30]=O)[CH2:25][CH2:24]1.O, predict the reaction product. (6) Given the reactants [CH2:1]([N:3]([CH2:16][CH3:17])[CH2:4][CH2:5][CH2:6][O:7][C:8]1[CH:13]=[CH:12][C:11]([NH2:14])=[CH:10][C:9]=1[F:15])[CH3:2].[F:18][C:19]1[CH:27]=[C:26]2[C:22]([C:23](=[CH:29]O)[C:24](=[O:28])[NH:25]2)=[CH:21][CH:20]=1, predict the reaction product. The product is: [CH2:16]([N:3]([CH2:1][CH3:2])[CH2:4][CH2:5][CH2:6][O:7][C:8]1[CH:13]=[CH:12][C:11]([NH:14][CH:29]=[C:23]2[C:22]3[C:26](=[CH:27][C:19]([F:18])=[CH:20][CH:21]=3)[NH:25][C:24]2=[O:28])=[CH:10][C:9]=1[F:15])[CH3:17]. (7) Given the reactants [CH3:1][C:2]1[N:6]([CH2:7][CH:8]2[C:21](=[O:22])[C:12]3[C:13]4[CH:14]=[CH:15][CH:16]=[CH:17][C:18]=4[N:19]([CH3:20])[C:11]=3[CH2:10][CH2:9]2)[CH:5]=[CH:4][N:3]=1.O.C(Cl)(Cl)[Cl:25], predict the reaction product. The product is: [CH3:1][C:2]1[N:6]([CH2:7][CH:8]2[C:21](=[O:22])[C:12]3[C:13]4[CH:14]=[CH:15][CH:16]=[CH:17][C:18]=4[N:19]([CH3:20])[C:11]=3[CH2:10][CH2:9]2)[CH:5]=[CH:4][N:3]=1.[ClH:25].